From a dataset of Reaction yield outcomes from USPTO patents with 853,638 reactions. Predict the reaction yield, written as a fraction of the theoretical maximum amount of product (1.0 means a 100% yield; for example, 0.34 means a 34% yield). (1) The catalyst is C1COCC1.C(OCC)C. The product is [CH3:21][O:20][C:17]1[CH:16]=[CH:15][C:14]([CH2:13][O:12][CH2:11][CH2:10][O:9][CH2:8][CH2:7][O:6][CH2:5][CH2:4][NH2:1])=[CH:19][CH:18]=1. The reactants are [N:1]([CH2:4][CH2:5][O:6][CH2:7][CH2:8][O:9][CH2:10][CH2:11][O:12][CH2:13][C:14]1[CH:19]=[CH:18][C:17]([O:20][CH3:21])=[CH:16][CH:15]=1)=[N+]=[N-].C1(P(C2C=CC=CC=2)C2C=CC=CC=2)C=CC=CC=1.O. The yield is 0.700. (2) The reactants are Br[C:2]1[CH:3]=[C:4]([C:7]([O:9][CH3:10])=[O:8])[S:5][CH:6]=1.C(=O)([O-])[O-].[K+].[K+].[CH3:17][N:18]1[C:22](B2OC(C)(C)C(C)(C)O2)=[CH:21][CH:20]=[N:19]1. The catalyst is O1CCOCC1.O.CC(C)([P](C(C)(C)C)([Pd][P](C(C)(C)C)(C(C)(C)C)C(C)(C)C)C(C)(C)C)C. The product is [CH3:17][N:18]1[C:22]([C:2]2[CH:3]=[C:4]([C:7]([O:9][CH3:10])=[O:8])[S:5][CH:6]=2)=[CH:21][CH:20]=[N:19]1. The yield is 0.990. (3) The reactants are [OH:1][C:2]1[CH:9]=[CH:8][C:5]([CH:6]=[O:7])=[CH:4][CH:3]=1.N1C=CN=C1.[Si:15](Cl)([C:18]([CH3:21])([CH3:20])[CH3:19])([CH3:17])[CH3:16].CO. The catalyst is C(#N)C. The product is [Si:15]([O:1][C:2]1[CH:9]=[CH:8][C:5]([CH:6]=[O:7])=[CH:4][CH:3]=1)([C:18]([CH3:21])([CH3:20])[CH3:19])([CH3:17])[CH3:16]. The yield is 0.960. (4) The reactants are [BH4-].[Na+].[CH3:3][C:4]1[O:8][C:7]([C:9]([C@H:11]2[CH2:15][CH2:14][CH2:13][O:12]2)=[O:10])=[CH:6][CH:5]=1.C(OCC)(=O)C.O. The catalyst is O1CCCC1. The product is [CH3:3][C:4]1[O:8][C:7]([C@@H:9]([CH:11]2[CH2:15][CH2:14][CH2:13][O:12]2)[OH:10])=[CH:6][CH:5]=1. The yield is 0.920. (5) The reactants are [Br:1][C:2]1[C:3](F)=[C:4]2[C:10]([NH:11][C:12](=[O:16])[CH:13]([CH3:15])[CH3:14])=[CH:9][NH:8][C:5]2=[N:6][CH:7]=1.C(OC(=O)[NH:24][C@H:25]1[C@H:30]([CH:31]2[CH2:33][CH2:32]2)[CH2:29][CH2:28][NH:27][CH2:26]1)(C)(C)C.CCN(C(C)C)C(C)C.C(O)(C(F)(F)F)=O.C(Cl)[Cl:52]. The catalyst is CCCCO. The product is [ClH:52].[NH2:24][C@H:25]1[C@H:30]([CH:31]2[CH2:33][CH2:32]2)[CH2:29][CH2:28][N:27]([C:3]2[C:2]([Br:1])=[CH:7][N:6]=[C:5]3[NH:8][CH:9]=[C:10]([NH:11][C:12](=[O:16])[CH:13]([CH3:15])[CH3:14])[C:4]=23)[CH2:26]1. The yield is 0.520. (6) The reactants are [C:1]([O:5][C:6]1[CH:14]=[C:13]2[C:9]([CH:10]=[C:11]([C:15]([CH3:18])([CH3:17])[CH3:16])[NH:12]2)=[CH:8][C:7]=1[N+:19]([O-])=O)([CH3:4])([CH3:3])[CH3:2]. The catalyst is CO.[Ni]. The product is [C:1]([O:5][C:6]1[CH:14]=[C:13]2[C:9]([CH:10]=[C:11]([C:15]([CH3:18])([CH3:17])[CH3:16])[NH:12]2)=[CH:8][C:7]=1[NH2:19])([CH3:4])([CH3:3])[CH3:2]. The yield is 0.320. (7) The catalyst is C1COCC1. The reactants are Cl[C:2]1[N:6]([CH3:7])[N:5]=[C:4]([CH:8]([F:10])[F:9])[C:3]=1[S:11]([C:14]([CH:17]1[CH2:22][CH2:21][N:20]([C:23]([O:25][C:26]([CH3:29])([CH3:28])[CH3:27])=[O:24])[CH2:19][CH2:18]1)([F:16])[CH3:15])(=[O:13])=[O:12].[Li]CCCC. The yield is 0.650. The product is [F:10][CH:8]([F:9])[C:4]1[C:3]([S:11]([C:14]([CH:17]2[CH2:22][CH2:21][N:20]([C:23]([O:25][C:26]([CH3:28])([CH3:27])[CH3:29])=[O:24])[CH2:19][CH2:18]2)([F:16])[CH3:15])(=[O:12])=[O:13])=[CH:2][N:6]([CH3:7])[N:5]=1.